This data is from Retrosynthesis with 50K atom-mapped reactions and 10 reaction types from USPTO. The task is: Predict the reactants needed to synthesize the given product. (1) Given the product CCCn1cc(-n2c(C)c(Sc3cccc(C(=O)OCC)n3)c3ccc(Cl)c(F)c32)cn1, predict the reactants needed to synthesize it. The reactants are: CCCn1cc(Br)cn1.CCOC(=O)c1cccc(Sc2c(C)[nH]c3c(F)c(Cl)ccc23)n1. (2) The reactants are: CS(=O)(=O)c1ccc(NN)cc1.O=C(CC(=O)C(F)F)c1nc2cccc(F)c2s1. Given the product CS(=O)(=O)c1ccc(-n2nc(C(F)F)cc2-c2nc3cccc(F)c3s2)cc1, predict the reactants needed to synthesize it.